Dataset: HIV replication inhibition screening data with 41,000+ compounds from the AIDS Antiviral Screen. Task: Binary Classification. Given a drug SMILES string, predict its activity (active/inactive) in a high-throughput screening assay against a specified biological target. The compound is COc1cc(C=C(C#N)c2ccccn2)cc(Br)c1O. The result is 0 (inactive).